Dataset: Catalyst prediction with 721,799 reactions and 888 catalyst types from USPTO. Task: Predict which catalyst facilitates the given reaction. (1) Reactant: [CH2:1]([N:3]1[CH2:8][C:7]([CH3:10])([CH3:9])[O:6][C:5](=[O:11])[CH:4]1[CH2:12][C:13]([OH:15])=O)[CH3:2].C(N(C(C)C)CC)(C)C.CN(C(ON1N=NC2C=CC=NC1=2)=[N+](C)C)C.F[P-](F)(F)(F)(F)F.[F:49][C:50]([F:60])([F:59])[C:51]1[CH:58]=[CH:57][CH:56]=[CH:55][C:52]=1[CH2:53][NH2:54]. Product: [CH2:1]([N:3]1[CH2:8][C:7]([CH3:9])([CH3:10])[O:6][C:5](=[O:11])[CH:4]1[CH2:12][C:13]([NH:54][CH2:53][C:52]1[CH:55]=[CH:56][CH:57]=[CH:58][C:51]=1[C:50]([F:49])([F:59])[F:60])=[O:15])[CH3:2]. The catalyst class is: 3. (2) Reactant: [F:1][CH:2]([F:17])[C:3]1[C:12]2[C:7](=[CH:8][CH:9]=[CH:10][CH:11]=2)[C:6]([C:13]([O:15]C)=[O:14])=[CH:5][CH:4]=1.[OH-].[Na+].Cl. Product: [F:1][CH:2]([F:17])[C:3]1[C:12]2[C:7](=[CH:8][CH:9]=[CH:10][CH:11]=2)[C:6]([C:13]([OH:15])=[O:14])=[CH:5][CH:4]=1. The catalyst class is: 5. (3) Reactant: [C:1]([O:5][C:6]([NH:8][C@H:9]([C:16]([NH:18][C@H:19]([C:21]([OH:23])=[O:22])[CH3:20])=[O:17])[CH2:10][C:11]1[N:15]=[CH:14][NH:13][CH:12]=1)=[O:7])([CH3:4])([CH3:3])[CH3:2].Cl.CN(C)CCCN=C=NCC.O.ON1C2C=CC=CC=2N=N1.C(N(CC)C(C)C)(C)C.FC(F)(F)C(O)=O.N[C@H](C(O[CH2:69][CH2:70][O:71][C:72]1[CH:77]=[CH:76][C:75]([C:78]2[C:83]([C:84]#[N:85])=[C:82]([N:86]3[CH2:90][CH2:89][CH2:88][CH2:87]3)[N:81]=[C:80]([S:91][CH2:92][C:93]3[N:94]=[C:95]([C:98]4[CH:103]=[CH:102][C:101]([Cl:104])=[CH:100][CH:99]=4)[S:96][CH:97]=3)[C:79]=2[C:105]#[N:106])=[CH:74][CH:73]=1)=O)C. Product: [C:1]([O:5][C:6]([NH:8][C@H:9]([C:16]([NH:18][C@H:19]([C:21]([O:23][CH2:69][CH2:70][O:71][C:72]1[CH:73]=[CH:74][C:75]([C:78]2[C:83]([C:84]#[N:85])=[C:82]([N:86]3[CH2:87][CH2:88][CH2:89][CH2:90]3)[N:81]=[C:80]([S:91][CH2:92][C:93]3[N:94]=[C:95]([C:98]4[CH:99]=[CH:100][C:101]([Cl:104])=[CH:102][CH:103]=4)[S:96][CH:97]=3)[C:79]=2[C:105]#[N:106])=[CH:76][CH:77]=1)=[O:22])[CH3:20])=[O:17])[CH2:10][C:11]1[N:15]=[CH:14][NH:13][CH:12]=1)=[O:7])([CH3:2])([CH3:3])[CH3:4]. The catalyst class is: 3. (4) Reactant: [H-].[Na+].[SH:3][CH2:4][CH2:5][C:6]([O:8][CH2:9][CH3:10])=[O:7].[H][H].[OH:13][C:14]1[CH:21]=[CH:20][C:17]([CH2:18]Br)=[CH:16][CH:15]=1. Product: [OH:13][C:14]1[CH:21]=[CH:20][C:17]([CH2:18][S:3][CH2:4][CH2:5][C:6]([O:8][CH2:9][CH3:10])=[O:7])=[CH:16][CH:15]=1. The catalyst class is: 3. (5) Reactant: [CH2:1]([N:8]1[C@H:13]([C:14]2[CH:19]=[CH:18][CH:17]=[CH:16][CH:15]=2)[CH2:12][O:11][C@H:10]([CH2:20][OH:21])[CH2:9]1)[C:2]1[CH:7]=[CH:6][CH:5]=[CH:4][CH:3]=1.[H-].[Na+].CI.[C:26](OCC)(=O)C. Product: [CH2:1]([N:8]1[C@H:13]([C:14]2[CH:15]=[CH:16][CH:17]=[CH:18][CH:19]=2)[CH2:12][O:11][C@H:10]([CH2:20][O:21][CH3:26])[CH2:9]1)[C:2]1[CH:3]=[CH:4][CH:5]=[CH:6][CH:7]=1. The catalyst class is: 9. (6) Reactant: C(O)(C(F)(F)F)=O.[NH2:8][C:9]1[C:14]([C:15]([F:18])([F:17])[F:16])=[CH:13][C:12]([CH2:19][C:20]([C:34]([O:36][CH2:37][CH3:38])=[O:35])([C:29]([O:31][CH2:32][CH3:33])=[O:30])[CH2:21][C:22]([O:24]C(C)(C)C)=[O:23])=[CH:11][C:10]=1[Cl:39]. Product: [NH2:8][C:9]1[C:14]([C:15]([F:16])([F:17])[F:18])=[CH:13][C:12]([CH2:19][C:20]([C:29]([O:31][CH2:32][CH3:33])=[O:30])([C:34]([O:36][CH2:37][CH3:38])=[O:35])[CH2:21][C:22]([OH:24])=[O:23])=[CH:11][C:10]=1[Cl:39]. The catalyst class is: 2. (7) Reactant: [I-:1].[Na+].Cl[CH2:4][CH2:5][CH2:6][C:7]([C:9]1[CH:14]=[CH:13][C:12]([F:15])=[CH:11][CH:10]=1)=[O:8]. Product: [F:15][C:12]1[CH:13]=[CH:14][C:9]([C:7](=[O:8])[CH2:6][CH2:5][CH2:4][I:1])=[CH:10][CH:11]=1. The catalyst class is: 21. (8) Reactant: [Cl:1][C:2]1[CH:12]=[CH:11][C:5]2[CH2:6][CH2:7][NH:8][CH2:9][CH2:10][C:4]=2[C:3]=1[S:13][CH2:14][C:15]1[CH:20]=[CH:19][C:18]([C:21](=O)[NH:22][C:23]([CH3:26])([CH3:25])[CH3:24])=[CH:17][CH:16]=1.COC1C=CC(P2(=S)SP(=S)(C3C=CC(OC)=CC=3)[S:37]2)=CC=1. Product: [Cl:1][C:2]1[CH:12]=[CH:11][C:5]2[CH2:6][CH2:7][NH:8][CH2:9][CH2:10][C:4]=2[C:3]=1[S:13][CH2:14][C:15]1[CH:20]=[CH:19][C:18]([C:21](=[S:37])[NH:22][C:23]([CH3:26])([CH3:25])[CH3:24])=[CH:17][CH:16]=1. The catalyst class is: 12. (9) Reactant: [Cl:1][C:2]1[C:7]([NH2:8])=[CH:6][N:5]=[CH:4][N:3]=1.C1COCC1.[C:14]1(=O)[O:19][C:17](=[O:18])[C:16]2=[CH:20][CH:21]=[CH:22][CH:23]=[C:15]12. Product: [Cl:1][C:2]1[C:7]([N:8]2[C:17](=[O:18])[C:16]3[C:15](=[CH:23][CH:22]=[CH:21][CH:20]=3)[C:14]2=[O:19])=[CH:6][N:5]=[CH:4][N:3]=1. The catalyst class is: 11. (10) Reactant: [C:1]([C:5]1[CH:10]=[CH:9][C:8]([C:11]#[C:12][C:13]([OH:15])=O)=[CH:7][CH:6]=1)([CH3:4])([CH3:3])[CH3:2].[NH2:16][CH2:17][C:18]1[CH:23]=[C:22]([CH:24]=[CH2:25])[C:21]([NH:26][S:27]([CH3:30])(=[O:29])=[O:28])=[C:20]([F:31])[CH:19]=1.CCOC(OC(OCC)=O)=O.CCCCCC.CCOC(C)=O. The catalyst class is: 3. Product: [F:31][C:20]1[CH:19]=[C:18]([CH:23]=[C:22]([CH:24]=[CH2:25])[C:21]=1[NH:26][S:27]([CH3:30])(=[O:29])=[O:28])[CH2:17][NH:16][C:13](=[O:15])[C:12]#[C:11][C:8]1[CH:7]=[CH:6][C:5]([C:1]([CH3:2])([CH3:3])[CH3:4])=[CH:10][CH:9]=1.